The task is: Predict the reactants needed to synthesize the given product.. This data is from Full USPTO retrosynthesis dataset with 1.9M reactions from patents (1976-2016). (1) The reactants are: Br[CH2:2][CH2:3][CH2:4][O:5][Si:6]([C:9]([CH3:12])([CH3:11])[CH3:10])([CH3:8])[CH3:7].[CH3:13][NH2:14].CO. Given the product [Si:6]([O:5][CH2:4][CH2:3][CH2:2][NH:14][CH3:13])([C:9]([CH3:12])([CH3:11])[CH3:10])([CH3:8])[CH3:7], predict the reactants needed to synthesize it. (2) Given the product [Cl:8][C:9]1[C:10]2[N:11]([C:15]([CH2:21][C:22]3[CH:41]=[CH:40][C:25]4/[C:26](=[C:36](/[CH3:39])\[C:37]#[N:38])/[C:27]5[CH:34]=[CH:33][C:32]([F:35])=[CH:31][C:28]=5[O:29][CH2:30][C:24]=4[CH:23]=3)=[C:16]([CH:18]3[CH2:20][CH2:19]3)[N:17]=2)[CH:12]=[CH:13][CH:14]=1, predict the reactants needed to synthesize it. The reactants are: [I-].[Na+].Cl[Si](Cl)(C)C.[Cl:8][C:9]1[C:10]2[N:11]([C:15]([CH:21](O)[C:22]3[CH:41]=[CH:40][C:25]4/[C:26](=[C:36](/[CH3:39])\[C:37]#[N:38])/[C:27]5[CH:34]=[CH:33][C:32]([F:35])=[CH:31][C:28]=5[O:29][CH2:30][C:24]=4[CH:23]=3)=[C:16]([CH:18]3[CH2:20][CH2:19]3)[N:17]=2)[CH:12]=[CH:13][CH:14]=1.S([O-])([O-])(=O)=S.[Na+].[Na+].C(=O)([O-])O.[Na+]. (3) Given the product [NH2:11][C:12]1[S:13][C:14]([CH2:26][CH:27]([CH3:28])[CH3:29])=[C:15]([C:17]2[O:21][C:20]([P:22](=[O:25])([O:24][C:2]3[CH:10]=[CH:9][C:5]4[O:6][CH2:7][O:8][C:4]=4[CH:3]=3)[O:1][C:2]3[CH:10]=[CH:9][C:5]4[O:6][CH2:7][O:8][C:4]=4[CH:3]=3)=[CH:19][CH:18]=2)[N:16]=1, predict the reactants needed to synthesize it. The reactants are: [OH:1][C:2]1[CH:10]=[CH:9][C:5]2[O:6][CH2:7][O:8][C:4]=2[CH:3]=1.[NH2:11][C:12]1[S:13][C:14]([CH2:26][CH:27]([CH3:29])[CH3:28])=[C:15]([C:17]2[O:21][C:20]([P:22](=[O:25])([OH:24])O)=[CH:19][CH:18]=2)[N:16]=1. (4) The reactants are: C(N(CC)CC)C.[CH2:8]([O:15][C:16]([N:18]1[CH2:22][CH:21]=[CH:20][C@H:19]1[CH2:23][OH:24])=[O:17])[C:9]1[CH:14]=[CH:13][CH:12]=[CH:11][CH:10]=1.[CH3:25][S:26](Cl)(=[O:28])=[O:27]. Given the product [CH2:8]([O:15][C:16]([N:18]1[CH2:22][CH:21]=[CH:20][C@H:19]1[CH2:23][O:24][S:26]([CH3:25])(=[O:28])=[O:27])=[O:17])[C:9]1[CH:14]=[CH:13][CH:12]=[CH:11][CH:10]=1, predict the reactants needed to synthesize it. (5) Given the product [Cl:1][C:2]1[CH:3]=[CH:4][C:5]2[N:6]([C:8]([C:11]([C:13]3[CH:21]=[CH:20][C:19]4[C:15](=[CH:16][N:17]([CH2:22][O:23][CH2:24][CH2:25][Si:26]([CH3:29])([CH3:28])[CH3:27])[N:18]=4)[CH:14]=3)=[O:12])=[CH:9][N:10]=2)[N:7]=1, predict the reactants needed to synthesize it. The reactants are: [Cl:1][C:2]1[CH:3]=[CH:4][C:5]2[N:6]([C:8]([CH:11]([C:13]3[CH:21]=[CH:20][C:19]4[C:15](=[CH:16][N:17]([CH2:22][O:23][CH2:24][CH2:25][Si:26]([CH3:29])([CH3:28])[CH3:27])[N:18]=4)[CH:14]=3)[OH:12])=[CH:9][N:10]=2)[N:7]=1.I(C1C=CC=CC=1C(O)=O)(=O)=O. (6) Given the product [CH3:1][C:2]([C:6]1[CH:7]=[C:8]([C:13]2[CH:18]=[CH:17][CH:16]=[C:15]([CH:19]=[C:27]3[S:21][C:22]([N:28]4[CH2:32][CH2:31][CH2:30][CH2:29]4)=[N:24][C:25]3=[O:26])[CH:14]=2)[CH:9]=[CH:10][C:11]=1[OH:12])([CH3:5])[CH2:3][CH3:4], predict the reactants needed to synthesize it. The reactants are: [CH3:1][C:2]([C:6]1[CH:7]=[C:8]([C:13]2[CH:18]=[CH:17][CH:16]=[C:15]([CH:19]=O)[CH:14]=2)[CH:9]=[CH:10][C:11]=1[OH:12])([CH3:5])[CH2:3][CH3:4].[S:21]1[CH2:27][C:25](=[O:26])[NH:24][C:22]1=S.[NH:28]1[CH2:32][CH2:31][CH2:30][CH2:29]1.